From a dataset of Peptide-MHC class I binding affinity with 185,985 pairs from IEDB/IMGT. Regression. Given a peptide amino acid sequence and an MHC pseudo amino acid sequence, predict their binding affinity value. This is MHC class I binding data. (1) The peptide sequence is KSKQDRSDGY. The MHC is HLA-A33:01 with pseudo-sequence HLA-A33:01. The binding affinity (normalized) is 0. (2) The peptide sequence is RSILLIPLS. The MHC is H-2-Db with pseudo-sequence H-2-Db. The binding affinity (normalized) is 0. (3) The peptide sequence is RRSLLAHVR. The MHC is HLA-A02:03 with pseudo-sequence HLA-A02:03. The binding affinity (normalized) is 0.482. (4) The peptide sequence is ATLMKTSCSK. The MHC is H-2-Kb with pseudo-sequence H-2-Kb. The binding affinity (normalized) is 0. (5) The peptide sequence is DDPSRGRLGL. The MHC is Patr-A0301 with pseudo-sequence Patr-A0301. The binding affinity (normalized) is 0. (6) The peptide sequence is WCSQTDYQYL. The MHC is HLA-A26:01 with pseudo-sequence HLA-A26:01. The binding affinity (normalized) is 0.